From a dataset of Full USPTO retrosynthesis dataset with 1.9M reactions from patents (1976-2016). Predict the reactants needed to synthesize the given product. Given the product [Br:31][C:29]1[CH:30]=[C:25]([NH:24][CH2:19][C:18]2[CH:17]=[C:16]([OH:15])[CH:23]=[CH:22][CH:21]=2)[CH:26]=[N:27][CH:28]=1, predict the reactants needed to synthesize it. The reactants are: C(O[BH-](OC(=O)C)OC(=O)C)(=O)C.[Na+].[OH:15][C:16]1[CH:17]=[C:18]([CH:21]=[CH:22][CH:23]=1)[CH:19]=O.[NH2:24][C:25]1[CH:26]=[N:27][CH:28]=[C:29]([Br:31])[CH:30]=1.